Binary Classification. Given a T-cell receptor sequence (or CDR3 region) and an epitope sequence, predict whether binding occurs between them. From a dataset of TCR-epitope binding with 47,182 pairs between 192 epitopes and 23,139 TCRs. The epitope is EHPTFTSQYRIQGKL. The TCR CDR3 sequence is CATSDDLQETQYF. Result: 0 (the TCR does not bind to the epitope).